From a dataset of Full USPTO retrosynthesis dataset with 1.9M reactions from patents (1976-2016). Predict the reactants needed to synthesize the given product. (1) Given the product [CH3:17][O:16][C:10]([C:11]1[CH:12]=[C:14]([CH3:18])[N:3]2[N:4]=[C:5]([N+:7]([O-:9])=[O:8])[CH:6]=[C:2]2[N:1]=1)=[O:15], predict the reactants needed to synthesize it. The reactants are: [NH2:1][C:2]1[CH:6]=[C:5]([N+:7]([O-:9])=[O:8])[NH:4][N:3]=1.[C:10]([O:16][CH3:17])(=[O:15])[CH2:11][C:12]([CH3:14])=O.[CH3:18]O. (2) The reactants are: [NH2:1][C:2]1[CH:11]=[CH:10][C:5]([C:6]([O:8][CH3:9])=[O:7])=[CH:4][CH:3]=1.[CH2:12]([C:19]1[CH:27]=[CH:26][C:22]([C:23](Cl)=[O:24])=[CH:21][CH:20]=1)[CH2:13][CH2:14][CH2:15][CH2:16][CH2:17][CH3:18]. Given the product [CH2:12]([C:19]1[CH:20]=[CH:21][C:22]([C:23]([NH:1][C:2]2[CH:3]=[CH:4][C:5]([C:6]([O:8][CH3:9])=[O:7])=[CH:10][CH:11]=2)=[O:24])=[CH:26][CH:27]=1)[CH2:13][CH2:14][CH2:15][CH2:16][CH2:17][CH3:18], predict the reactants needed to synthesize it. (3) Given the product [Cl:27][C:16]1[N:15]=[C:14]2[C:19]([N:20]=[C:12]([CH2:11][N:6]3[CH2:7][CH2:8][CH:3]([N:2]([CH3:9])[CH3:1])[CH2:4][CH2:5]3)[N:13]2[CH3:28])=[C:18]([N:21]2[CH2:22][CH2:23][O:24][CH2:25][CH2:26]2)[N:17]=1, predict the reactants needed to synthesize it. The reactants are: [CH3:1][N:2]([CH3:9])[CH:3]1[CH2:8][CH2:7][NH:6][CH2:5][CH2:4]1.Br[CH2:11][C:12]1[N:13]([CH3:28])[C:14]2[C:19]([N:20]=1)=[C:18]([N:21]1[CH2:26][CH2:25][O:24][CH2:23][CH2:22]1)[N:17]=[C:16]([Cl:27])[N:15]=2. (4) Given the product [CH2:31]([O:30][C:29](=[O:38])[NH:28][CH2:27][CH:23]1[CH2:24][CH2:25][CH2:26][N:21]([C:2]2[C:11]3[C:6](=[CH:7][C:8]([CH3:12])=[CH:9][CH:10]=3)[N:5]=[C:4]([C:13]3[CH:18]=[CH:17][CH:16]=[CH:15][C:14]=3[OH:19])[N:3]=2)[CH2:22]1)[C:32]1[CH:37]=[CH:36][CH:35]=[CH:34][CH:33]=1, predict the reactants needed to synthesize it. The reactants are: Cl[C:2]1[C:11]2[C:6](=[CH:7][C:8]([CH3:12])=[CH:9][CH:10]=2)[N:5]=[C:4]([C:13]2[CH:18]=[CH:17][CH:16]=[CH:15][C:14]=2[OH:19])[N:3]=1.Cl.[NH:21]1[CH2:26][CH2:25][CH2:24][CH:23]([CH2:27][NH:28][C:29](=[O:38])[O:30][CH2:31][C:32]2[CH:37]=[CH:36][CH:35]=[CH:34][CH:33]=2)[CH2:22]1.C(N(CC)CC)C. (5) Given the product [Br:1][C:2]1[C:10]2[N:9]=[C:8]([CH3:11])[NH:7][C:6]=2[CH:5]=[C:4]([NH2:12])[CH:3]=1, predict the reactants needed to synthesize it. The reactants are: [Br:1][C:2]1[C:10]2[N:9]=[C:8]([CH3:11])[NH:7][C:6]=2[CH:5]=[C:4]([N+:12]([O-])=O)[CH:3]=1.O.O.[Sn](Cl)Cl.Cl. (6) Given the product [Cl:1][C:2]1[CH:3]=[C:4]2[C:8](=[C:9]([NH:11][CH:12]3[CH2:13][CH2:14][CH2:15][CH2:16]3)[CH:10]=1)[NH:7][C:6]([C:17]1[S:18][CH2:19][C@@H:20]([CH2:22][C:23]([N:30]3[CH2:31][CH2:32][CH:28]([N:27]([CH3:33])[CH3:26])[CH2:29]3)=[O:25])[N:21]=1)=[CH:5]2, predict the reactants needed to synthesize it. The reactants are: [Cl:1][C:2]1[CH:3]=[C:4]2[C:8](=[C:9]([NH:11][CH:12]3[CH2:16][CH2:15][CH2:14][CH2:13]3)[CH:10]=1)[NH:7][C:6]([C:17]1[S:18][CH2:19][C@@H:20]([CH2:22][C:23]([OH:25])=O)[N:21]=1)=[CH:5]2.[CH3:26][N:27]([CH3:33])[CH:28]1[CH2:32][CH2:31][NH:30][CH2:29]1. (7) Given the product [CH2:68]([CH:57]1[CH2:58][N:59]([CH2:60][C:61]2[CH:62]=[CH:63][C:64]([F:67])=[CH:65][CH:66]=2)[C:19](=[O:21])[C:18]([C:12]2[NH:11][C:10]3[S:9][CH:8]=[C:7]([CH2:6][NH:5][S:2]([CH3:1])(=[O:3])=[O:4])[C:15]=3[S:14](=[O:16])(=[O:17])[N:13]=2)=[C:56]1[OH:55])[C:69]1[CH:70]=[CH:71][CH:72]=[CH:73][CH:74]=1, predict the reactants needed to synthesize it. The reactants are: [CH3:1][S:2]([NH:5][CH2:6][C:7]1[C:15]2[S:14](=[O:17])(=[O:16])[N:13]=[C:12]([CH2:18][C:19]([OH:21])=O)[NH:11][C:10]=2[S:9][CH:8]=1)(=[O:4])=[O:3].F[P-](F)(F)(F)(F)F.N1(OC(N(C)C)=[N+](C)C)C2N=CC=CC=2N=N1.CN1CCOCC1.C([O:55][C:56](=O)[CH:57]([CH2:68][C:69]1[CH:74]=[CH:73][CH:72]=[CH:71][CH:70]=1)[CH2:58][NH:59][CH2:60][C:61]1[CH:66]=[CH:65][C:64]([F:67])=[CH:63][CH:62]=1)C.[O-]CC.[Na+].C(O)C. (8) Given the product [OH:2][C:3]1[C:8]([NH2:9])=[CH:7][CH:6]=[CH:5][C:4]=1[C:10]1[CH:11]=[CH:12][C:13]([N:20]2[CH2:19][CH2:18][N:17]=[CH:16]2)=[CH:14][CH:15]=1.[OH:2][C:3]1[C:8]([NH2:9])=[CH:7][CH:6]=[CH:5][C:4]=1[C:10]1[CH:11]=[CH:12][C:13]([C:16]2[NH:20][CH2:19][CH2:18][N:17]=2)=[CH:14][CH:15]=1, predict the reactants needed to synthesize it. The reactants are: C[O:2][C:3]1[C:8]([NH2:9])=[CH:7][CH:6]=[CH:5][C:4]=1[C:10]1[CH:15]=[CH:14][C:13]([C:16]2[NH:17][CH2:18][CH2:19][N:20]=2)=[CH:12][CH:11]=1.B(Br)(Br)Br. (9) Given the product [I:14][C:2]1[CH:7]=[CH:6][C:5]([O:8][C:9]([F:12])([F:11])[F:10])=[C:4]([CH3:13])[CH:3]=1, predict the reactants needed to synthesize it. The reactants are: Br[C:2]1[CH:7]=[CH:6][C:5]([O:8][C:9]([F:12])([F:11])[F:10])=[C:4]([CH3:13])[CH:3]=1.[I-:14].[Na+].CN[C@@H]1CCCC[C@H]1NC.